From a dataset of Forward reaction prediction with 1.9M reactions from USPTO patents (1976-2016). Predict the product of the given reaction. (1) Given the reactants C1C=C(Cl)C=C(C(OO)=O)C=1.[CH3:12][NH:13][C:14]1[C:19]([C:20]#[N:21])=[CH:18][N:17]=[C:16](SC)[N:15]=1.[CH3:24][N:25]1[CH2:30][CH2:29][N:28]([C:31]2[CH:37]=[CH:36][C:34]([NH2:35])=[CH:33][CH:32]=2)[CH2:27][CH2:26]1.CCN(C(C)C)C(C)C, predict the reaction product. The product is: [CH3:12][NH:13][C:14]1[C:19]([C:20]#[N:21])=[CH:18][N:17]=[C:16]([NH:35][C:34]2[CH:33]=[CH:32][C:31]([N:28]3[CH2:27][CH2:26][N:25]([CH3:24])[CH2:30][CH2:29]3)=[CH:37][CH:36]=2)[N:15]=1. (2) Given the reactants F[C:2]1[N:9]=[CH:8][CH:7]=[C:6]([I:10])[C:3]=1[CH:4]=O.[Br:11][C:12]1[C:13]([NH:18][NH2:19])=[N:14][CH:15]=[CH:16][CH:17]=1, predict the reaction product. The product is: [Br:11][C:12]1[C:13]([N:18]2[C:2]3=[N:9][CH:8]=[CH:7][C:6]([I:10])=[C:3]3[CH:4]=[N:19]2)=[N:14][CH:15]=[CH:16][CH:17]=1. (3) Given the reactants [CH2:1]([O:8][C:9]1[CH:14]=[CH:13][CH:12]=[C:11]([Br:15])[C:10]=1[CH2:16][CH:17]([C:21]#[N:22])C(O)=O)[C:2]1[CH:7]=[CH:6][CH:5]=[CH:4][CH:3]=1.O, predict the reaction product. The product is: [CH2:1]([O:8][C:9]1[CH:14]=[CH:13][CH:12]=[C:11]([Br:15])[C:10]=1[CH2:16][CH2:17][C:21]#[N:22])[C:2]1[CH:3]=[CH:4][CH:5]=[CH:6][CH:7]=1. (4) Given the reactants C([NH:9][C:10](=[S:32])[NH:11][C:12]1[CH:17]=[C:16]([O:18][C:19]2[CH:20]=[C:21]([CH:27]=[CH:28][C:29]=2[Cl:30])[C:22]([O:24][CH2:25][CH3:26])=[O:23])[C:15]([Br:31])=[CH:14][N:13]=1)(=O)C1C=CC=CC=1.C(=O)([O-])[O-].[K+].[K+], predict the reaction product. The product is: [Br:31][C:15]1[C:16]([O:18][C:19]2[CH:20]=[C:21]([CH:27]=[CH:28][C:29]=2[Cl:30])[C:22]([O:24][CH2:25][CH3:26])=[O:23])=[CH:17][C:12]([NH:11][C:10]([NH2:9])=[S:32])=[N:13][CH:14]=1.